Predict the reactants needed to synthesize the given product. From a dataset of Retrosynthesis with 50K atom-mapped reactions and 10 reaction types from USPTO. (1) The reactants are: CCCCOC(=O)c1nc(Cl)c2ccccc2c1O.COc1ccccc1O. Given the product CCCCOC(=O)c1nc(Oc2ccccc2OC)c2ccccc2c1O, predict the reactants needed to synthesize it. (2) Given the product COc1cc(OCCCl)c2c(Nc3cc(CC(=O)O)[nH]n3)ncnc2c1, predict the reactants needed to synthesize it. The reactants are: COc1cc(OCCCl)c2c(Cl)ncnc2c1.Nc1cc(CC(=O)O)[nH]n1. (3) Given the product CC(C)(C)OC(=O)Nc1ccc(COS(C)(=O)=O)nc1, predict the reactants needed to synthesize it. The reactants are: CC(C)(C)OC(=O)Nc1ccc(CO)nc1.CS(=O)(=O)Cl. (4) Given the product CCCn1c(COC)nc2c(N)nc3ccc(OCC4CCCN(C)C4)cc3c21, predict the reactants needed to synthesize it. The reactants are: CCCn1c(COC)nc2c(N)nc3ccc(O)cc3c21.CN1CCCC(CCl)C1. (5) Given the product Nc1ccc(Oc2ccnc(Nc3ccc(F)cc3)n2)c(F)c1, predict the reactants needed to synthesize it. The reactants are: CC(=O)Nc1ccc(Oc2ccnc(Nc3ccc(F)cc3)n2)c(F)c1. (6) Given the product CCOC(=O)Cc1cc(Cl)cc(-c2ccc(C(F)(F)F)cc2CN(CC)C(=O)C2CC2)c1, predict the reactants needed to synthesize it. The reactants are: CCNCc1cc(C(F)(F)F)ccc1-c1cc(Cl)cc(CC(=O)OCC)c1.O=C(Cl)C1CC1.